This data is from Forward reaction prediction with 1.9M reactions from USPTO patents (1976-2016). The task is: Predict the product of the given reaction. (1) Given the reactants F[C:2]1[CH:12]=[CH:11][C:5]([C:6]([O:8][CH2:9][CH3:10])=[O:7])=[CH:4][C:3]=1[N+:13]([O-:15])=[O:14].C([O-])([O-])=O.[Cs+].[Cs+].[C:22]([O:31][CH3:32])(=[O:30])[C:23]1[C:24](=[CH:26][CH:27]=[CH:28][CH:29]=1)[OH:25], predict the reaction product. The product is: [CH2:9]([O:8][C:6](=[O:7])[C:5]1[CH:11]=[CH:12][C:2]([O:25][C:24]2[CH:26]=[CH:27][CH:28]=[CH:29][C:23]=2[C:22]([O:31][CH3:32])=[O:30])=[C:3]([N+:13]([O-:15])=[O:14])[CH:4]=1)[CH3:10]. (2) The product is: [Cl:33][C:30]1[CH:29]=[CH:28][C:27]([CH:10]2[C:5]3[N:6]([CH:7]([CH3:8])[CH3:9])[C:2]([CH3:34])=[N:3][C:4]=3[C:12](=[O:13])[N:11]2[C:14]2[CH:15]=[C:16]([CH3:26])[C:17]3[N:18]([C:20]([CH:23]([F:25])[F:24])=[N:21][N:22]=3)[N:19]=2)=[CH:32][CH:31]=1. Given the reactants Br[C:2]1[N:6]([CH:7]([CH3:9])[CH3:8])[C:5]2[CH:10]([C:27]3[CH:32]=[CH:31][C:30]([Cl:33])=[CH:29][CH:28]=3)[N:11]([C:14]3[CH:15]=[C:16]([CH3:26])[C:17]4[N:18]([C:20]([CH:23]([F:25])[F:24])=[N:21][N:22]=4)[N:19]=3)[C:12](=[O:13])[C:4]=2[N:3]=1.[CH3:34]B1OB(C)OB(C)O1, predict the reaction product. (3) The product is: [F:1][C:2]1[CH:3]=[C:4]([C:26]2[N:30]([C:31]3[CH:36]=[CH:35][CH:34]=[CH:33][CH:32]=3)[N:29]=[C:28]([NH2:37])[CH:27]=2)[CH:5]=[C:6]([CH2:8][O:9][C@H:10]([CH3:15])[C:11]([F:12])([F:13])[F:14])[CH:7]=1. Given the reactants [F:1][C:2]1[CH:3]=[C:4](B2OC(C)(C)C(C)(C)O2)[CH:5]=[C:6]([CH2:8][O:9][C@H:10]([CH3:15])[C:11]([F:14])([F:13])[F:12])[CH:7]=1.I[C:26]1[N:30]([C:31]2[CH:36]=[CH:35][CH:34]=[CH:33][CH:32]=2)[N:29]=[C:28]([NH2:37])[CH:27]=1.C(=O)([O-])[O-].[Na+].[Na+].C1(P(C2CCCCC2)C2CCCCC2)CCCCC1.C(=O)([O-])O.[Na+], predict the reaction product. (4) Given the reactants [F:1][C:2]([F:12])([F:11])[C:3]1[CH:10]=[CH:9][C:6]([CH2:7]Br)=[CH:5][CH:4]=1.[OH:13][C:14]1[CH:18]=[C:17]([N:19]2[C:23]3[CH:24]=[N:25][CH:26]=[CH:27][C:22]=3[N:21]=[CH:20]2)[S:16][C:15]=1[C:28]([O:30][CH3:31])=[O:29].C(=O)([O-])[O-].[K+].[K+], predict the reaction product. The product is: [N:21]1[C:22]2[CH:27]=[CH:26][N:25]=[CH:24][C:23]=2[N:19]([C:17]2[S:16][C:15]([C:28]([O:30][CH3:31])=[O:29])=[C:14]([O:13][CH2:7][C:6]3[CH:9]=[CH:10][C:3]([C:2]([F:12])([F:11])[F:1])=[CH:4][CH:5]=3)[CH:18]=2)[CH:20]=1. (5) Given the reactants [CH3:1][C:2]1([CH3:22])[C:10]2[C:5](=[CH:6][C:7]([NH:11][C:12](=[O:20])[C:13]3[CH:18]=[CH:17][N:16]=[CH:15][C:14]=3[F:19])=[CH:8][CH:9]=2)[NH:4][C:3]1=[O:21].FC(F)(F)S(O[CH2:29][C:30]([F:33])([F:32])[F:31])(=O)=O.C(=O)([O-])[O-].[Cs+].[Cs+].O, predict the reaction product. The product is: [CH3:1][C:2]1([CH3:22])[C:10]2[C:5](=[CH:6][C:7]([NH:11][C:12](=[O:20])[C:13]3[CH:18]=[CH:17][N:16]=[CH:15][C:14]=3[F:19])=[CH:8][CH:9]=2)[N:4]([CH2:29][C:30]([F:33])([F:32])[F:31])[C:3]1=[O:21]. (6) Given the reactants [CH3:1][NH2:2].Cl.CN.[OH-].[Na+].C(=O)=O.[O:11]1[CH2:16][CH2:15][C:14](=O)[CH2:13][CH2:12]1.[N:18]1[O:19][N:20]=[C:21]2[CH:26]=[C:25]([C:27](Cl)=[O:28])[CH:24]=[CH:23][C:22]=12, predict the reaction product. The product is: [CH3:1][N:2]([CH:14]1[CH2:15][CH2:16][O:11][CH2:12][CH2:13]1)[C:27]([C:25]1[CH:24]=[CH:23][C:22]2=[N:18][O:19][N:20]=[C:21]2[CH:26]=1)=[O:28]. (7) Given the reactants [CH2:1]([C:8]1[C:9]([CH:18]([N:22]2C(=O)C3C(=CC=CC=3)C2=O)[CH:19]([CH3:21])[CH3:20])=[N:10][C:11]2[C:16]([CH:17]=1)=[CH:15][CH:14]=[CH:13][CH:12]=2)[C:2]1[CH:7]=[CH:6][CH:5]=[CH:4][CH:3]=1.NN, predict the reaction product. The product is: [CH2:1]([C:8]1[C:9]([CH:18]([NH2:22])[CH:19]([CH3:20])[CH3:21])=[N:10][C:11]2[C:16]([CH:17]=1)=[CH:15][CH:14]=[CH:13][CH:12]=2)[C:2]1[CH:3]=[CH:4][CH:5]=[CH:6][CH:7]=1. (8) Given the reactants Cl[C:2]1[CH:7]=[C:6]([O:8][C:9]2[CH:14]=[CH:13][C:12]([NH2:15])=[C:11]([F:16])[CH:10]=2)[CH:5]=[CH:4][N:3]=1.[CH2:17]([N:20]1[CH:24]=[C:23](B2OC(C)(C)C(C)(C)O2)[CH:22]=[N:21]1)[CH2:18][CH3:19].C([O-])([O-])=O.[K+].[K+].O, predict the reaction product. The product is: [F:16][C:11]1[CH:10]=[C:9]([O:8][C:6]2[CH:5]=[CH:4][N:3]=[C:2]([C:23]3[CH:22]=[N:21][N:20]([CH2:17][CH2:18][CH3:19])[CH:24]=3)[CH:7]=2)[CH:14]=[CH:13][C:12]=1[NH2:15].